From a dataset of NCI-60 drug combinations with 297,098 pairs across 59 cell lines. Regression. Given two drug SMILES strings and cell line genomic features, predict the synergy score measuring deviation from expected non-interaction effect. (1) Drug 1: C1CC(C1)(C(=O)O)C(=O)O.[NH2-].[NH2-].[Pt+2]. Drug 2: COC1=C2C(=CC3=C1OC=C3)C=CC(=O)O2. Cell line: SK-OV-3. Synergy scores: CSS=4.91, Synergy_ZIP=8.71, Synergy_Bliss=8.52, Synergy_Loewe=1.12, Synergy_HSA=1.76. (2) Drug 1: CC1=C(C=C(C=C1)NC(=O)C2=CC=C(C=C2)CN3CCN(CC3)C)NC4=NC=CC(=N4)C5=CN=CC=C5. Drug 2: C1=NNC2=C1C(=O)NC=N2. Cell line: NCI-H522. Synergy scores: CSS=1.71, Synergy_ZIP=9.39, Synergy_Bliss=3.72, Synergy_Loewe=-0.272, Synergy_HSA=-0.170. (3) Drug 1: CC1=C(C=C(C=C1)C(=O)NC2=CC(=CC(=C2)C(F)(F)F)N3C=C(N=C3)C)NC4=NC=CC(=N4)C5=CN=CC=C5. Drug 2: CC1=C2C(C(=O)C3(C(CC4C(C3C(C(C2(C)C)(CC1OC(=O)C(C(C5=CC=CC=C5)NC(=O)OC(C)(C)C)O)O)OC(=O)C6=CC=CC=C6)(CO4)OC(=O)C)O)C)O. Cell line: NCI-H322M. Synergy scores: CSS=-13.0, Synergy_ZIP=16.0, Synergy_Bliss=9.48, Synergy_Loewe=-9.32, Synergy_HSA=-13.0. (4) Drug 1: C1=NNC2=C1C(=O)NC=N2. Drug 2: C1C(C(OC1N2C=NC3=C2NC=NCC3O)CO)O. Cell line: IGROV1. Synergy scores: CSS=1.21, Synergy_ZIP=-0.541, Synergy_Bliss=-0.461, Synergy_Loewe=-0.762, Synergy_HSA=-0.662. (5) Drug 1: C1=CC(=CC=C1C#N)C(C2=CC=C(C=C2)C#N)N3C=NC=N3. Drug 2: CN(CC1=CN=C2C(=N1)C(=NC(=N2)N)N)C3=CC=C(C=C3)C(=O)NC(CCC(=O)O)C(=O)O. Cell line: HCT-15. Synergy scores: CSS=70.2, Synergy_ZIP=27.5, Synergy_Bliss=22.9, Synergy_Loewe=-2.43, Synergy_HSA=23.8.